From a dataset of Full USPTO retrosynthesis dataset with 1.9M reactions from patents (1976-2016). Predict the reactants needed to synthesize the given product. Given the product [F:51][C:48]1[CH:47]=[CH:46][C:45]([CH2:44][NH:43][C:41]([N:38]2[CH2:37][CH2:36][CH:35]([NH:34][C:33]3[CH:52]=[CH:53][C:30]([CH2:29][CH2:28][NH:27][CH2:26][C@H:25]([OH:54])[CH2:24][O:23][C:22]4[CH:21]=[CH:20][C:19]([OH:18])=[CH:56][CH:55]=4)=[CH:31][CH:32]=3)[CH2:40][CH2:39]2)=[O:42])=[CH:50][CH:49]=1, predict the reactants needed to synthesize it. The reactants are: [Si]([O:18][C:19]1[CH:56]=[CH:55][C:22]([O:23][CH2:24][C@@H:25]([OH:54])[CH2:26][NH:27][CH2:28][CH2:29][C:30]2[CH:53]=[CH:52][C:33]([NH:34][CH:35]3[CH2:40][CH2:39][N:38]([C:41]([NH:43][CH2:44][C:45]4[CH:50]=[CH:49][C:48]([F:51])=[CH:47][CH:46]=4)=[O:42])[CH2:37][CH2:36]3)=[CH:32][CH:31]=2)=[CH:21][CH:20]=1)(C(C)(C)C)(C1C=CC=CC=1)C1C=CC=CC=1.